Dataset: Peptide-MHC class I binding affinity with 185,985 pairs from IEDB/IMGT. Task: Regression. Given a peptide amino acid sequence and an MHC pseudo amino acid sequence, predict their binding affinity value. This is MHC class I binding data. (1) The peptide sequence is SEQEVSRVL. The MHC is HLA-B45:01 with pseudo-sequence HLA-B45:01. The binding affinity (normalized) is 0.546. (2) The peptide sequence is FYQIFPHSL. The MHC is HLA-B15:01 with pseudo-sequence HLA-B15:01. The binding affinity (normalized) is 0.0847. (3) The peptide sequence is YAQIQPHWI. The MHC is HLA-B51:01 with pseudo-sequence HLA-B51:01. The binding affinity (normalized) is 0.354. (4) The peptide sequence is KQLEWKWGI. The MHC is HLA-A02:01 with pseudo-sequence HLA-A02:01. The binding affinity (normalized) is 1.00. (5) The peptide sequence is GRNSRFPDK. The MHC is HLA-B58:01 with pseudo-sequence HLA-B58:01. The binding affinity (normalized) is 0.0847. (6) The peptide sequence is ELAELLEMK. The MHC is HLA-A11:01 with pseudo-sequence HLA-A11:01. The binding affinity (normalized) is 0.340. (7) The peptide sequence is PLRPMTYK. The MHC is HLA-A26:01 with pseudo-sequence HLA-A26:01. The binding affinity (normalized) is 0. (8) The peptide sequence is PKANIIVDSQY. The MHC is Mamu-B17 with pseudo-sequence Mamu-B17. The binding affinity (normalized) is 0. (9) The peptide sequence is VDMVNETSSCI. The MHC is Mamu-B01 with pseudo-sequence Mamu-B01. The binding affinity (normalized) is 0.204. (10) The peptide sequence is MSNEGSYFF. The MHC is HLA-A02:01 with pseudo-sequence HLA-A02:01. The binding affinity (normalized) is 0.0847.